This data is from Forward reaction prediction with 1.9M reactions from USPTO patents (1976-2016). The task is: Predict the product of the given reaction. (1) Given the reactants [CH2:1]([O:3][C:4]1[CH:20]=[C:19]([F:21])[C:7]([CH2:8][N:9]2[C:17]3[C:12](=[CH:13][CH:14]=[CH:15][CH:16]=3)[C:11](I)=[N:10]2)=[C:6]([F:22])[CH:5]=1)[CH3:2].[Cl:23][C:24]1[CH:29]=[CH:28][N:27]=[C:26](B2OC(C)(C)C(C)(C)O2)[CH:25]=1.[C:39](=O)([O-])[O-].[K+].[K+], predict the reaction product. The product is: [CH3:39][C:13]1[CH:14]=[CH:15][CH:16]=[C:17]2[C:12]=1[C:11]([C:26]1[CH:25]=[C:24]([Cl:23])[CH:29]=[CH:28][N:27]=1)=[N:10][N:9]2[CH2:8][C:7]1[C:19]([F:21])=[CH:20][C:4]([O:3][CH2:1][CH3:2])=[CH:5][C:6]=1[F:22]. (2) Given the reactants [Br:1][CH2:2][C:3]([CH:5]1[CH2:10][CH2:9][CH2:8][CH2:7]C1)=[O:4].[CH:11]1([NH2:17])[CH2:16][CH2:15][CH2:14][CH2:13][CH2:12]1, predict the reaction product. The product is: [Br-:1].[CH:5]1([C:3](=[O:4])[CH2:2][NH2+:17][CH:11]2[CH2:16][CH2:15][CH2:14][CH2:13][CH2:12]2)[CH2:10][CH2:9][CH2:8][CH2:7]1. (3) Given the reactants [CH2:1]([O:8][C:9]1[CH:10]=[CH:11][C:12]([O:19][CH:20]([CH3:24])[CH2:21][O:22][CH3:23])=[C:13]([CH:18]=1)[C:14]([O:16]C)=[O:15])[C:2]1[CH:7]=[CH:6][CH:5]=[CH:4][CH:3]=1.[OH-].[Na+].C1COCC1, predict the reaction product. The product is: [CH2:1]([O:8][C:9]1[CH:10]=[CH:11][C:12]([O:19][CH:20]([CH3:24])[CH2:21][O:22][CH3:23])=[C:13]([CH:18]=1)[C:14]([OH:16])=[O:15])[C:2]1[CH:7]=[CH:6][CH:5]=[CH:4][CH:3]=1. (4) Given the reactants [CH3:1][O:2][C:3](=[O:14])[C:4]1[CH:9]=[CH:8][CH:7]=[C:6]([N+]([O-])=O)[C:5]=1[CH3:13].CO[CH:17]([N:20]([CH3:22])[CH3:21])OC.[CH3:23]N(C=O)C, predict the reaction product. The product is: [CH3:1][O:2][C:3](=[O:14])[C:4]1[CH:9]=[CH:8][CH:7]=[C:6]([CH3:23])[C:5]=1[CH:13]=[CH:17][N:20]([CH3:22])[CH3:21]. (5) Given the reactants C([N:8]1[CH2:13][CH:12]=[C:11]([C:14]2[C:19]([F:20])=[CH:18][C:17]([N:21]3[CH2:25][C@H:24]([CH2:26][N:27]4[CH:31]=[C:30]([CH3:32])[N:29]=[N:28]4)[O:23][C:22]3=[O:33])=[CH:16][C:15]=2[F:34])[CH2:10][CH2:9]1)C1C=CC=CC=1.C(N(C(C)C)CC)(C)C.ClC(OC(Cl)=O)C, predict the reaction product. The product is: [F:34][C:15]1[CH:16]=[C:17]([N:21]2[CH2:25][C@H:24]([CH2:26][N:27]3[CH:31]=[C:30]([CH3:32])[N:29]=[N:28]3)[O:23][C:22]2=[O:33])[CH:18]=[C:19]([F:20])[C:14]=1[C:11]1[CH2:12][CH2:13][NH:8][CH2:9][CH:10]=1. (6) The product is: [CH3:18][C:15]1[CH:16]=[CH:17][C:11]2[O:10][C:9]([NH:8][C:5]3[CH:6]=[CH:7][C:2]([C:20]4[CH:21]=[CH:22][C:23]([C:24]([C@@H:26]5[CH2:30][CH2:29][CH2:28][C@H:27]5[C:31]([OH:33])=[O:32])=[O:25])=[CH:35][CH:36]=4)=[CH:3][CH:4]=3)=[N:13][C:12]=2[CH:14]=1. Given the reactants Br[C:2]1[CH:7]=[CH:6][C:5]([NH:8][C:9]2[O:10][C:11]3[CH:17]=[CH:16][C:15]([CH3:18])=[CH:14][C:12]=3[N:13]=2)=[CH:4][CH:3]=1.Br[C:20]1[CH:36]=[CH:35][C:23]([C:24]([C@@H:26]2[CH2:30][CH2:29][CH2:28][C@H:27]2[C:31]([O:33]C)=[O:32])=[O:25])=[CH:22][CH:21]=1.FC1C=C(C2C=CC(C([C@@H]3CCC[C@H]3C(O)=O)=O)=CC=2)C=CC=1NC1SC2C=C(OC(F)(F)F)C=CC=2N=1, predict the reaction product.